This data is from Full USPTO retrosynthesis dataset with 1.9M reactions from patents (1976-2016). The task is: Predict the reactants needed to synthesize the given product. (1) Given the product [Cl:6][C:7]1[CH:11]=[C:10]([C:12]2[O:14][C:32](=[O:33])[C:31]3[CH:35]=[C:36]([I:40])[CH:37]=[C:38]([CH3:39])[C:30]=3[N:29]=2)[N:9]([C:15]2[C:20]([Cl:21])=[CH:19][CH:18]=[CH:17][N:16]=2)[N:8]=1, predict the reactants needed to synthesize it. The reactants are: CS(Cl)(=O)=O.[Cl:6][C:7]1[CH:11]=[C:10]([C:12]([OH:14])=O)[N:9]([C:15]2[C:20]([Cl:21])=[CH:19][CH:18]=[CH:17][N:16]=2)[N:8]=1.C(N(CC)CC)C.[NH2:29][C:30]1[C:38]([CH3:39])=[CH:37][C:36]([I:40])=[CH:35][C:31]=1[C:32](O)=[O:33]. (2) Given the product [C:1]([O:5][C:6](=[O:7])[N:8]([C:9]1[CH:14]=[CH:13][C:12]([C:15]([CH3:17])([CH3:18])[CH3:16])=[CH:11][CH:10]=1)[CH2:19][C:20]1[CH:28]=[CH:27][C:23]([C:24](=[O:26])[NH:37][CH2:38][C:34]#[N:35])=[CH:22][CH:21]=1)([CH3:3])([CH3:2])[CH3:4], predict the reactants needed to synthesize it. The reactants are: [C:1]([O:5][C:6]([N:8]([CH2:19][C:20]1[CH:28]=[CH:27][C:23]([C:24]([OH:26])=O)=[CH:22][CH:21]=1)[C:9]1[CH:14]=[CH:13][C:12]([C:15]([CH3:18])([CH3:17])[CH3:16])=[CH:11][CH:10]=1)=[O:7])([CH3:4])([CH3:3])[CH3:2].OC1[C:38]2[N:37]=N[NH:35][C:34]=2C=CC=1.CCN=C=NCCCN(C)C.Cl.NCC#N.C(N(C(C)C)CC)(C)C. (3) Given the product [F:1][C:2]1[CH:19]=[C:18]([F:20])[CH:17]=[CH:16][C:3]=1[CH2:4][N:5]1[C:14]2[C:9](=[CH:10][CH:11]=[CH:12][CH:13]=2)[CH2:8][CH:7]([NH:15][C:22]2[N:27]=[C:26]([NH2:28])[N:25]=[C:24]3[NH:29][N:30]=[CH:31][C:23]=23)[CH2:6]1, predict the reactants needed to synthesize it. The reactants are: [F:1][C:2]1[CH:19]=[C:18]([F:20])[CH:17]=[CH:16][C:3]=1[CH2:4][N:5]1[C:14]2[C:9](=[CH:10][CH:11]=[CH:12][CH:13]=2)[CH2:8][CH:7]([NH2:15])[CH2:6]1.Cl[C:22]1[N:27]=[C:26]([NH2:28])[N:25]=[C:24]2[NH:29][N:30]=[CH:31][C:23]=12.C(N(C(C)C)CC)(C)C.O.